Predict the reactants needed to synthesize the given product. From a dataset of Full USPTO retrosynthesis dataset with 1.9M reactions from patents (1976-2016). Given the product [CH:1]1([N:7]([CH:20]2[CH2:25][CH2:24][CH2:23][CH2:22][CH2:21]2)[C:8]([NH:10][C:11]2[S:12][C:13]([S:17][CH2:18][CH2:26][N:27]([CH3:29])[CH3:28])=[C:14]([CH3:16])[N:15]=2)=[O:9])[CH2:6][CH2:5][CH2:4][CH2:3][CH2:2]1, predict the reactants needed to synthesize it. The reactants are: [CH:1]1([N:7]([CH:20]2[CH2:25][CH2:24][CH2:23][CH2:22][CH2:21]2)[C:8]([NH:10][C:11]2[S:12][C:13]([S:17][C:18]#N)=[C:14]([CH3:16])[N:15]=2)=[O:9])[CH2:6][CH2:5][CH2:4][CH2:3][CH2:2]1.[CH3:26][N:27]([CH2:29]CCl)[CH3:28].